This data is from hERG Central: cardiac toxicity at 1µM, 10µM, and general inhibition. The task is: Predict hERG channel inhibition at various concentrations. (1) The compound is O=C(Nc1oc2ccccc2c(=O)c1-c1ccc(Br)cc1)c1ccco1. Results: hERG_inhib (hERG inhibition (general)): blocker. (2) The molecule is COc1cccc(CCN2CCC(CNS(=O)(=O)c3cc(-c4cc(C)no4)ccc3OC)CC2)c1. Results: hERG_inhib (hERG inhibition (general)): blocker. (3) The molecule is O=C(NC12CC3CC(CC(C3)C1)C2)c1cccc(OC(F)F)c1. Results: hERG_inhib (hERG inhibition (general)): blocker. (4) The compound is CC(=O)CCc1ccc(OCC(O)CNCCOc2ccc(C)cc2)cc1. Results: hERG_inhib (hERG inhibition (general)): blocker. (5) The drug is COc1ccc(CC(=O)Nc2ccc(C#N)c(Cl)c2)cc1S(=O)(=O)N1CCOCC1. Results: hERG_inhib (hERG inhibition (general)): blocker.